Dataset: Forward reaction prediction with 1.9M reactions from USPTO patents (1976-2016). Task: Predict the product of the given reaction. (1) Given the reactants [CH3:1][CH2:2][C@H:3]1[O:20][C:18](=[O:19])[CH2:17][C@@H:16]([OH:21])[C@H:15]([CH3:22])[C@@H:14]([O:23][C@@H:24]2[O:29][C@H:28]([CH3:30])[C@@H:27]([O:31][C@@H:32]3[O:37][C@@H:36]([CH3:38])[C@H:35]([OH:39])[C@@:34]([OH:41])([CH3:40])[CH2:33]3)[C@H:26]([N:42]([CH3:44])[CH3:43])[C@H:25]2[OH:45])[C@@H:13]([CH2:46][CH:47]=[O:48])[CH2:12][C@@H:11]([CH3:49])[C:9](=[O:10])[CH:8]=[CH:7][C:6]([CH3:50])=[CH:5][C@@H:4]1[CH2:51][O:52][C@@H:53]1[O:58][C@H:57]([CH3:59])[C@@H:56]([OH:60])[C@@H:55]([O:61][CH3:62])[C@H:54]1[O:63][CH3:64].C([O-])(=O)C(C(C([O-])=O)O)O.C([O-])(=O)C(C(C([O-])=O)O)O, predict the reaction product. The product is: [CH3:1][CH2:2][C@H:3]1[O:20][C:18](=[O:19])[CH2:17][C@@H:16]([OH:21])[C@H:15]([CH3:22])[C@@H:14]([O:23][C@@H:24]2[O:29][C@H:28]([CH3:30])[C@@H:27]([O:31][C@@H:32]3[O:37][C@@H:36]([CH3:38])[C@H:35]([OH:39])[C@@:34]([OH:41])([CH3:40])[CH2:33]3)[C@H:26]([N:42]([CH3:44])[CH3:43])[C@H:25]2[OH:45])[C@@H:13]([CH2:46][CH:47]=[O:48])[CH2:12][C@@H:11]([CH3:49])[C:9](=[O:10])[CH:8]=[CH:7][C:6]([CH3:50])=[CH:5][C@@H:4]1[CH2:51][O:52][C@@H:53]1[O:58][C@H:57]([CH3:59])[C@@H:56]([OH:60])[C@@H:55]([O:61][CH3:62])[C@H:54]1[O:63][CH3:64]. (2) Given the reactants [Cl:1][C:2]1[C:3]([F:29])=[C:4]([C@:8]([C@@H:16]2[O:21][CH2:20][CH2:19][N:18](C(OC(C)(C)C)=O)[CH2:17]2)([OH:15])[CH2:9][CH2:10][CH2:11][CH2:12][O:13][CH3:14])[CH:5]=[CH:6][CH:7]=1.[OH-].[Na+], predict the reaction product. The product is: [Cl:1][C:2]1[C:3]([F:29])=[C:4]([C@:8]([C@@H:16]2[O:21][CH2:20][CH2:19][NH:18][CH2:17]2)([OH:15])[CH2:9][CH2:10][CH2:11][CH2:12][O:13][CH3:14])[CH:5]=[CH:6][CH:7]=1. (3) Given the reactants Br[C:2]1[CH:3]=[N:4][C:5]2[N:6]([CH:8]=[C:9]([CH2:11][O:12][C:13]3[CH:18]=[CH:17][C:16]([F:19])=[CH:15][CH:14]=3)[N:10]=2)[CH:7]=1.[CH3:20][C:21]1[CH:26]=[CH:25][N:24]=[CH:23][C:22]=1B(O)O, predict the reaction product. The product is: [F:19][C:16]1[CH:17]=[CH:18][C:13]([O:12][CH2:11][C:9]2[N:10]=[C:5]3[N:4]=[CH:3][C:2]([C:22]4[CH:23]=[N:24][CH:25]=[CH:26][C:21]=4[CH3:20])=[CH:7][N:6]3[CH:8]=2)=[CH:14][CH:15]=1. (4) Given the reactants [Si]([O:8][CH2:9][C:10]1[CH:15]=[CH:14][CH:13]=[C:12]([C:16]([O:19][CH3:20])([CH3:18])[CH3:17])[N:11]=1)(C(C)(C)C)(C)C, predict the reaction product. The product is: [OH:8][CH2:9][C:10]1[CH:15]=[CH:14][CH:13]=[C:12]([C:16]([O:19][CH3:20])([CH3:17])[CH3:18])[N:11]=1. (5) Given the reactants [Cl:1][C:2]1[CH:8]=[C:7]([O:9][C:10]2[C:11]3[N:18]([CH3:19])[CH:17]=[CH:16][C:12]=3[N:13]=[CH:14][N:15]=2)[CH:6]=[CH:5][C:3]=1[NH2:4].C(N(CC)CC)C.ClC(Cl)(O[C:31](=[O:37])OC(Cl)(Cl)Cl)Cl.[CH:39]1([CH2:42][NH2:43])[CH2:41][CH2:40]1, predict the reaction product. The product is: [Cl:1][C:2]1[CH:8]=[C:7]([O:9][C:10]2[C:11]3[N:18]([CH3:19])[CH:17]=[CH:16][C:12]=3[N:13]=[CH:14][N:15]=2)[CH:6]=[CH:5][C:3]=1[NH:4][C:31]([NH:43][CH2:42][CH:39]1[CH2:41][CH2:40]1)=[O:37].